Dataset: Cav3 T-type calcium channel HTS with 100,875 compounds. Task: Binary Classification. Given a drug SMILES string, predict its activity (active/inactive) in a high-throughput screening assay against a specified biological target. (1) The compound is s1c(C2n3[nH]nnc3=NC(=C2)c2ccccc2)ccc1. The result is 0 (inactive). (2) The result is 0 (inactive). The compound is s1c(C(OC2(C(=O)c3c(cc(n(CCc4c5c([nH]c4)cccc5)c3)CCCC(OC)=O)=CC2=O)C)=O)ccc1.